Dataset: Acute oral toxicity (LD50) regression data from Zhu et al.. Task: Regression/Classification. Given a drug SMILES string, predict its toxicity properties. Task type varies by dataset: regression for continuous values (e.g., LD50, hERG inhibition percentage) or binary classification for toxic/non-toxic outcomes (e.g., AMES mutagenicity, cardiotoxicity, hepatotoxicity). Dataset: ld50_zhu. (1) The drug is CC(=O)OCC(C)c1ccccc1. The rat oral LD50 is 1.62, given as -log10 of the dose in mol/kg body weight (higher means more acutely toxic). (2) The molecule is CC(COc1ccccc1)N(CCCl)Cc1ccccc1. The rat oral LD50 is 2.08, given as -log10 of the dose in mol/kg body weight (higher means more acutely toxic). (3) The molecule is NN1C(=O)CSC1=S. The rat oral LD50 is 4.83, given as -log10 of the dose in mol/kg body weight (higher means more acutely toxic). (4) The drug is ClCCOCCOCCCl. The rat oral LD50 is 2.87, given as -log10 of the dose in mol/kg body weight (higher means more acutely toxic). (5) The molecule is CC(C(=O)O)c1ccc(-c2cn3ccccc3n2)cc1. The rat oral LD50 is 2.96, given as -log10 of the dose in mol/kg body weight (higher means more acutely toxic). (6) The rat oral LD50 is 4.63, given as -log10 of the dose in mol/kg body weight (higher means more acutely toxic). The drug is COP(C)(=O)SC.